From a dataset of Forward reaction prediction with 1.9M reactions from USPTO patents (1976-2016). Predict the product of the given reaction. The product is: [Cl:3][C:16]1[N:15]=[C:14]([C:11]2[CH:12]=[CH:13][C:8]([O:7][CH3:6])=[CH:9][CH:10]=2)[CH:23]=[C:22]2[C:17]=1[CH:18]=[CH:19][C:20]([C:24]([F:27])([F:26])[F:25])=[N:21]2. Given the reactants O=P(Cl)(Cl)[Cl:3].[CH3:6][O:7][C:8]1[CH:13]=[CH:12][C:11]([C:14]2[N:15]=[C:16](O)[C:17]3[CH:18]=[CH:19][C:20]([C:24]([F:27])([F:26])[F:25])=[N:21][C:22]=3[CH:23]=2)=[CH:10][CH:9]=1, predict the reaction product.